Dataset: Forward reaction prediction with 1.9M reactions from USPTO patents (1976-2016). Task: Predict the product of the given reaction. (1) The product is: [CH3:1][C:2](=[N:4][O:5][CH2:7][C:8]([OH:10])=[O:9])[CH3:3]. Given the reactants [CH3:1][C:2](=[N:4][OH:5])[CH3:3].Cl[CH2:7][C:8]([OH:10])=[O:9].[OH-].[Na+], predict the reaction product. (2) Given the reactants [OH:1][C:2]1[CH:9]=[CH:8][C:7]([N+:10]([O-:12])=[O:11])=[CH:6][C:3]=1[CH:4]=[O:5].[F:13][C:14]1[CH:15]=[C:16]([CH:19]=[CH:20][CH:21]=1)[CH2:17]Br, predict the reaction product. The product is: [F:13][C:14]1[CH:15]=[C:16]([CH:19]=[CH:20][CH:21]=1)[CH2:17][O:1][C:2]1[CH:9]=[CH:8][C:7]([N+:10]([O-:12])=[O:11])=[CH:6][C:3]=1[CH:4]=[O:5].